Binary Classification. Given a miRNA mature sequence and a target amino acid sequence, predict their likelihood of interaction. From a dataset of Experimentally validated miRNA-target interactions with 360,000+ pairs, plus equal number of negative samples. (1) The miRNA is cel-miR-265 with sequence UGAGGGAGGAAGGGUGGUAU. The protein sequence of the target gene is MGVYRIRVSTGDSVYAGSNNEVYLWLIGQHGEASLGKLFRPCRNSEAEFKVDVSEYLGPLLFVRVQKWHYLKEDAWFCNWISVKGPGDQGSEYTFPCYRWVQGTSILNLPEGTGCTVVEDSQGLFRNHREEELEERRSLYRWGNWKDGTILNVAATSISDLPVDQRFREDKRLEFEASQVLGTMDTVINFPKNTVTCWKSLDDFNYVFKSGHTKMAERVRNSWKEDAFFGYQFLNGANPMVLKRSTCLPARLVFPPGMEKLQAQLDEELKKGTLFEADFFLLDGIKANVILCSQQYLAAP.... Result: 0 (no interaction). (2) The miRNA is gga-miR-23b-5p with sequence GGGUUCCUGGCAUGAUGAUUU. The protein sequence of the target gene is MTESEGLVTFKDVAIDFTQEEWKQLDPTQRNLYRNVMLENYNNLITVGPPLTKPEVIFKLEQEEEPCVVEREVLWRPCPGEILGIDEHQKIQDGQVFEGIVVTSEASECPEEFASTFFPNADSIPSMHSLFECDGVGECLEPNFGDDDVQYPLPEEQFEYDDAMQPFHTSSPHFVLTPFKCNHCGKGFSQTLDLIRHLRVHTGGKLYECHQCGKGFSHKEKLINHHKLHSREQCYECSECGKTFIKMSNLIRHQRIHTGEKPYVCQECGKSFGQKSNLIDHEKIHTGEKPYKCNECGKSF.... Result: 0 (no interaction). (3) The miRNA is hsa-miR-3529-3p with sequence AACAACAAAAUCACUAGUCUUCCA. The protein sequence of the target gene is MPTRSPSVVISDDEPGYDLDLFCIPNHYAEDLEKVFIPHGLIMDRTERLARDVMKEMGGHHIVALCVLKGGYKFFADLLDYIKALNRNSDRSIPMTVDFIRLKSYCNDQSTGDIKVIGGDDLSTLTGKNVLIVEDIIDTGKTMQTLLSLVKQYSPKMVKVASLLVKRTSRSVGYRPDFVGFEIPDKFVVGYALDYNEYFRDLNHVCVISETGKAKYKA. Result: 0 (no interaction). (4) The miRNA is hsa-miR-6499-3p with sequence AGCAGUGUUUGUUUUGCCCACA. The protein sequence of the target gene is MRLGLLSVALLFVGSSHLYSDHYSPSGRHRLGPSPEPAASSQQAEAVRKRLRRRREGGAHAEDCGTAPLKDVLQGSRIIGGTEAQAGAWPWVVSLQIKYGRVLVHVCGGTLVRERWVLTAAHCTKDASDPLMWTAVIGTNNIHGRYPHTKKIKIKAIIIHPNFILESYVNDIALFHLKKAVRYNDYIQPICLPFDVFQILDGNTKCFISGWGRTKEEGNATNILQDAEVHYISREMCNSERSYGGIIPNTSFCAGDEDGAFDTCRGDSGGPLMCYLPEYKRFFVMGITSYGHGCGRRGFP.... Result: 1 (interaction). (5) The miRNA is mmu-miR-3081-3p with sequence UUGCGCUCCGAUCUCUGAGCUGG. The protein sequence of the target gene is MPNWGGGKKCGVCQKTVYFAEEVQCEGNSFHKSCFLCMVCKKNLDSTTVAVHGEEIYCKSCYGKKYGPKGYGYGQGAGTLSTDKGESLGIKHEEAPGHRPTTNPNASKFAQKIGGSERCPRCSQAVYAAEKVIGAGKSWHKACFRCAKCGKGLESTTLADKDGEIYCKGCYAKNFGPKGFGFGQGAGALVHSE. Result: 0 (no interaction). (6) The miRNA is hsa-miR-3976 with sequence UAUAGAGAGCAGGAAGAUUAAUGU. The protein sequence of the target gene is MLGPGQVRLRPRVWRDKAGGRVADGASGLPPARGSWRETGTGRALGASSPPRPAQGSSSPGIQSGPSSRPGSPRGAEQAGTPRPRLSLGISQATGSAARWRTRRTGKGLGYNSDEIRPRTLLIEHLMEGGRRDHHTMTVLWGTQEIIVAEFHKKIKEAFEVFDHESNNTVDVREIGTIIRSLGCCPTEGELHDLIAEVEEEEPTGYIRFEKFLPVMTEILLERKYRPIPEDVLLRAFEVLDSAKRGFLTKDELIKYMTEEDGVSLRRPG. Result: 1 (interaction).